This data is from Catalyst prediction with 721,799 reactions and 888 catalyst types from USPTO. The task is: Predict which catalyst facilitates the given reaction. (1) Reactant: [NH2:1][C:2]1[S:6][C:5]([C:7]2[C:12]([F:13])=[CH:11][C:10]([C:14]([OH:17])([CH3:16])[CH3:15])=[CH:9][C:8]=2[F:18])=[N:4][C:3]=1[C:19]([NH2:21])=[O:20].Br[C:23]1[N:28]=[C:27]([CH2:29][O:30][CH2:31][C:32]([CH3:35])([OH:34])[CH3:33])[CH:26]=[CH:25][CH:24]=1.CC(C1C=C(C(C)C)C(C2C=CC=CC=2P(C2CCCCC2)C2CCCCC2)=C(C(C)C)C=1)C.C(=O)([O-])[O-].[K+].[K+]. Product: [F:13][C:12]1[CH:11]=[C:10]([C:14]([OH:17])([CH3:16])[CH3:15])[CH:9]=[C:8]([F:18])[C:7]=1[C:5]1[S:6][C:2]([NH:1][C:23]2[CH:24]=[CH:25][CH:26]=[C:27]([CH2:29][O:30][CH2:31][C:32]([OH:34])([CH3:33])[CH3:35])[N:28]=2)=[C:3]([C:19]([NH2:21])=[O:20])[N:4]=1. The catalyst class is: 110. (2) Reactant: [F:1][C:2]([F:16])([F:15])[C:3]1[N:8]=[CH:7][C:6]([C:9]2([C:13]#N)[CH2:12][CH2:11][CH2:10]2)=[CH:5][CH:4]=1.CC(C[AlH]CC(C)C)C.CC[O:28]C(C)=O. Product: [F:1][C:2]([F:16])([F:15])[C:3]1[N:8]=[CH:7][C:6]([C:9]2([CH:13]=[O:28])[CH2:12][CH2:11][CH2:10]2)=[CH:5][CH:4]=1. The catalyst class is: 2. (3) Reactant: CS(C)=O.C(Cl)(=O)C(Cl)=O.[CH2:11]([N:18]([C@@H:26]([CH3:29])[CH2:27][OH:28])[CH2:19][C:20]1[CH:25]=[CH:24][CH:23]=[CH:22][CH:21]=1)[C:12]1[CH:17]=[CH:16][CH:15]=[CH:14][CH:13]=1.CCN(CC)CC. Product: [CH2:19]([N:18]([C@@H:26]([CH3:29])[CH:27]=[O:28])[CH2:11][C:12]1[CH:17]=[CH:16][CH:15]=[CH:14][CH:13]=1)[C:20]1[CH:25]=[CH:24][CH:23]=[CH:22][CH:21]=1. The catalyst class is: 2. (4) Reactant: [CH2:1]([N:8]1[C:17](=[O:18])[C:16]2[C:11](=[CH:12][C:13]([Cl:19])=[CH:14][CH:15]=2)[N:10]=[C:9]1[CH3:20])[C:2]1[CH:7]=[CH:6][CH:5]=[CH:4][CH:3]=1.C[Si](C)(C)[N-][Si](C)(C)C.[Li+].[CH3:31][N:32]([CH3:36])[C:33](Cl)=[O:34]. Product: [CH2:1]([N:8]1[C:17](=[O:18])[C:16]2[C:11](=[CH:12][C:13]([Cl:19])=[CH:14][CH:15]=2)[N:10]=[C:9]1[CH2:20][C:33]([N:32]([CH3:36])[CH3:31])=[O:34])[C:2]1[CH:3]=[CH:4][CH:5]=[CH:6][CH:7]=1. The catalyst class is: 7. (5) Reactant: Cl.CC1(C)[O:7][CH:6]([CH2:8][O:9][NH:10][C:11]([C:13]2[C:14]([NH:24][C:25]3[CH:30]=[CH:29][C:28]([Br:31])=[CH:27][C:26]=3[F:32])=[C:15]([Cl:23])[C:16](=[O:22])[N:17]3[C:21]=2[CH2:20][CH2:19][CH2:18]3)=[O:12])[CH2:5][O:4]1. Product: [OH:7][CH:6]([CH2:5][OH:4])[CH2:8][O:9][NH:10][C:11]([C:13]1[C:14]([NH:24][C:25]2[CH:30]=[CH:29][C:28]([Br:31])=[CH:27][C:26]=2[F:32])=[C:15]([Cl:23])[C:16](=[O:22])[N:17]2[C:21]=1[CH2:20][CH2:19][CH2:18]2)=[O:12]. The catalyst class is: 14. (6) Reactant: [CH3:1][N:2]1[C:7](=[O:8])[CH:6]=[C:5]([C:9]2[CH:14]=[CH:13][N:12]=[CH:11][CH:10]=2)[N:4]=[C:3]1[CH:15]1[CH2:20][CH2:19][N:18]([CH3:21])[CH2:17][CH2:16]1.F[B-](F)(F)F.[O:27]=[N+:28]=[O:29]. Product: [CH3:1][N:2]1[C:7](=[O:8])[C:6]([N+:28]([O-:29])=[O:27])=[C:5]([C:9]2[CH:14]=[CH:13][N:12]=[CH:11][CH:10]=2)[N:4]=[C:3]1[CH:15]1[CH2:20][CH2:19][N:18]([CH3:21])[CH2:17][CH2:16]1. The catalyst class is: 10. (7) Reactant: CO.[BH4-].[Na+].ClCCl.[CH2:8]([C:12]1[C:22]([C:23]([C:25]2[N:30]=[C:29]([C:31]([O:33][CH3:34])=[O:32])[CH:28]=[CH:27][CH:26]=2)=[O:24])=[C:15]2[CH:16]=[CH:17][C:18]([O:20][CH3:21])=[CH:19][N:14]2[N:13]=1)[CH:9]([CH3:11])[CH3:10]. Product: [CH2:8]([C:12]1[C:22]([CH:23]([OH:24])[C:25]2[N:30]=[C:29]([C:31]([O:33][CH3:34])=[O:32])[CH:28]=[CH:27][CH:26]=2)=[C:15]2[CH:16]=[CH:17][C:18]([O:20][CH3:21])=[CH:19][N:14]2[N:13]=1)[CH:9]([CH3:11])[CH3:10]. The catalyst class is: 6. (8) Reactant: [H-].[Na+].[C:3]([O:7][CH3:8])(=[O:6])[CH2:4][OH:5].Cl[C:10]([C:14]([CH3:17])([CH3:16])[CH3:15])=[CH:11][C:12]#[N:13].O. Product: [NH2:13][C:12]1[CH:11]=[C:10]([C:14]([CH3:17])([CH3:16])[CH3:15])[O:5][C:4]=1[C:3]([O:7][CH3:8])=[O:6]. The catalyst class is: 57.